Task: Predict the reaction yield, written as a fraction of the theoretical maximum amount of product (1.0 means a 100% yield; for example, 0.34 means a 34% yield).. Dataset: Reaction yield outcomes from USPTO patents with 853,638 reactions (1) The reactants are [NH:1]1[C:5]2[CH:6]=[CH:7][CH:8]=[CH:9][C:4]=2[N:3]=[C:2]1[CH2:10][O:11][N:12]=[C:13]1[CH2:18][CH2:17][N:16]([S:19]([C:22]2[CH:27]=[CH:26][C:25]([O:28][C:29]([F:32])([F:31])[F:30])=[CH:24][CH:23]=2)(=[O:21])=[O:20])[CH2:15][CH2:14]1.[H-].[Na+].[C:35]([Si:39]([O:42][CH2:43][CH2:44]Br)([CH3:41])[CH3:40])([CH3:38])([CH3:37])[CH3:36]. The catalyst is CN(C)C=O. The product is [Si:39]([O:42][CH2:43][CH2:44][N:1]1[C:5]2[CH:6]=[CH:7][CH:8]=[CH:9][C:4]=2[N:3]=[C:2]1[CH2:10][O:11][N:12]=[C:13]1[CH2:18][CH2:17][N:16]([S:19]([C:22]2[CH:27]=[CH:26][C:25]([O:28][C:29]([F:30])([F:31])[F:32])=[CH:24][CH:23]=2)(=[O:20])=[O:21])[CH2:15][CH2:14]1)([C:35]([CH3:38])([CH3:37])[CH3:36])([CH3:41])[CH3:40]. The yield is 0.750. (2) The reactants are [CH3:1][O:2][C:3]1[CH:4]=[C:5]2[C:10](=[CH:11][C:12]=1[CH3:13])[C:9](=O)[CH2:8][CH2:7][C:6]2([CH3:16])[CH3:15].[CH3:17][CH2:18][Mg+].[Br-]. No catalyst specified. The product is [CH2:17]([C:9]1[C:10]2[C:5](=[CH:4][C:3]([O:2][CH3:1])=[C:12]([CH3:13])[CH:11]=2)[C:6]([CH3:16])([CH3:15])[CH2:7][CH:8]=1)[CH3:18]. The yield is 0.400. (3) The reactants are [S:1]1[C:5]2[CH:6]=[CH:7][CH:8]=[CH:9][C:4]=2[CH:3]=[C:2]1[C:10]([NH:12][C:13]1[N:21]=[CH:20][CH:19]=[CH:18][C:14]=1[C:15](O)=[O:16])=[O:11].C(Cl)CCl.[NH3:26]. The catalyst is CN(C1C=CN=CC=1)C.ClCCl. The product is [S:1]1[C:5]2[CH:6]=[CH:7][CH:8]=[CH:9][C:4]=2[CH:3]=[C:2]1[C:10]([NH:12][C:13]1[N:21]=[CH:20][CH:19]=[CH:18][C:14]=1[C:15]([NH2:26])=[O:16])=[O:11]. The yield is 0.770. (4) The reactants are C(=O)(OC(C)(C)C)[NH2:2].Br[C:10]1[C:11]([F:20])=[C:12]([CH:17]=[CH:18][CH:19]=1)[C:13]([O:15][CH3:16])=[O:14].C(Cl)(Cl)Cl.C(=O)([O-])[O-].[Cs+].[Cs+].N#N.C(O)(C(F)(F)F)=O. The catalyst is C1C=CC(/C=C/C(/C=C/C2C=CC=CC=2)=O)=CC=1.C1C=CC(/C=C/C(/C=C/C2C=CC=CC=2)=O)=CC=1.C1C=CC(/C=C/C(/C=C/C2C=CC=CC=2)=O)=CC=1.[Pd].[Pd].CC1(C)C2C(=C(P(C3C=CC=CC=3)C3C=CC=CC=3)C=CC=2)OC2C(P(C3C=CC=CC=3)C3C=CC=CC=3)=CC=CC1=2.C1(C)C=CC=CC=1. The product is [NH2:2][C:10]1[C:11]([F:20])=[C:12]([CH:17]=[CH:18][CH:19]=1)[C:13]([O:15][CH3:16])=[O:14]. The yield is 0.760. (5) The reactants are [C:1]1([N:7]2[CH:11]=[C:10]([CH2:12][OH:13])[N:9]=[N:8]2)[CH:6]=[CH:5][CH:4]=[CH:3][CH:2]=1. The catalyst is C(Cl)Cl.O=[Mn]=O. The product is [C:1]1([N:7]2[CH:11]=[C:10]([CH:12]=[O:13])[N:9]=[N:8]2)[CH:2]=[CH:3][CH:4]=[CH:5][CH:6]=1. The yield is 0.990. (6) The reactants are [H-].[Na+].[C:3]([O:7][C:8]([N:10]1[CH2:14][CH2:13][CH:12]([CH2:15][CH2:16][CH2:17][OH:18])[CH2:11]1)=[O:9])([CH3:6])([CH3:5])[CH3:4].[CH2:19](Br)[C:20]1[CH:25]=[CH:24][CH:23]=[CH:22][CH:21]=1. The catalyst is C1COCC1.[Br-].C([N+](CCCC)(CCCC)CCCC)CCC. The product is [CH2:19]([O:18][CH2:17][CH2:16][CH2:15][CH:12]1[CH2:13][CH2:14][N:10]([C:8]([O:7][C:3]([CH3:6])([CH3:5])[CH3:4])=[O:9])[CH2:11]1)[C:20]1[CH:25]=[CH:24][CH:23]=[CH:22][CH:21]=1. The yield is 0.870.